From a dataset of Full USPTO retrosynthesis dataset with 1.9M reactions from patents (1976-2016). Predict the reactants needed to synthesize the given product. (1) Given the product [CH2:1]([N:3]([CH2:39][C:38]1[CH:41]=[CH:42][C:35]([O:34][CH:31]2[CH2:32][CH2:33][N:28]([CH3:27])[CH2:29][CH2:30]2)=[CH:36][CH:37]=1)[C:4]1[CH:9]=[CH:8][CH:7]=[CH:6][C:5]=1[C@@H:10]1[CH2:19][CH2:18][C:17]2[CH:16]=[C:15]([OH:20])[CH:14]=[CH:13][C:12]=2[CH2:11]1)[CH3:2], predict the reactants needed to synthesize it. The reactants are: [CH2:1]([NH:3][C:4]1[CH:9]=[CH:8][CH:7]=[CH:6][C:5]=1[C@@H:10]1[CH2:19][CH2:18][C:17]2[CH:16]=[C:15]([O:20]C(=O)C(C)(C)C)[CH:14]=[CH:13][C:12]=2[CH2:11]1)[CH3:2].[CH3:27][N:28]1[CH2:33][CH2:32][CH:31]([O:34][C:35]2[CH:42]=[CH:41][C:38]([CH:39]=O)=[CH:37][CH:36]=2)[CH2:30][CH2:29]1. (2) Given the product [CH3:1][C:2]([CH3:56])([CH2:23][CH2:24][CH2:25][CH2:26][C:27](=[O:55])[CH2:28][CH2:29][CH2:30][CH2:31][C:32]([CH3:54])([CH3:53])[CH2:33][O:34][P:35]([OH:45])([OH:37])=[O:36])[CH2:3][O:4][P:5](=[O:6])([OH:7])[OH:15], predict the reactants needed to synthesize it. The reactants are: [CH3:1][C:2]([CH3:56])([CH2:23][CH2:24][CH2:25][CH2:26][C:27](=[O:55])[CH2:28][CH2:29][CH2:30][CH2:31][C:32]([CH3:54])([CH3:53])[CH2:33][O:34][P:35]([O:45]CC1C=CC=CC=1)([O:37]CC1C=CC=CC=1)=[O:36])[CH2:3][O:4][P:5]([O:15]CC1C=CC=CC=1)([O:7]CC1C=CC=CC=1)=[O:6].[H][H].